Binary Classification. Given a drug SMILES string, predict its activity (active/inactive) in a high-throughput screening assay against a specified biological target. From a dataset of HIV replication inhibition screening data with 41,000+ compounds from the AIDS Antiviral Screen. (1) The molecule is COc1ccc(-c2cc(=O)c3c(C)cc(O)cc3o2)cc1. The result is 1 (active). (2) The compound is N#Cc1ncn(CCO)c1N. The result is 0 (inactive). (3) The compound is O=C(C=C1Nc2ccccc2NC1=CC(=O)c1ccc(Cl)cc1)c1ccccc1. The result is 0 (inactive). (4) The compound is CC(C)OC(=O)Nc1c([N+](=O)[O-])cc(C(F)(F)F)cc1[N+](=O)[O-]. The result is 0 (inactive).